Predict the reactants needed to synthesize the given product. From a dataset of Full USPTO retrosynthesis dataset with 1.9M reactions from patents (1976-2016). (1) Given the product [CH3:1]/[C:2](=[CH:6]\[CH2:7][CH2:8][CH3:9])/[C:3]([N:33]1[C@@H:32]([C:26]2[CH:27]=[CH:28][CH:29]=[CH:30][CH:31]=2)[C@@H:36]([C:37]2[CH:38]=[CH:39][CH:40]=[CH:41][CH:42]=2)[O:35][C:34]1=[O:43])=[O:4], predict the reactants needed to synthesize it. The reactants are: [CH3:1]/[C:2](=[CH:6]\[CH2:7][CH2:8][CH3:9])/[C:3](O)=[O:4].C(N(CC)CC)C.C(Cl)(=O)C(C)(C)C.[Cl-].[Li+].[C:26]1([C@H:32]2[C@@H:36]([C:37]3[CH:42]=[CH:41][CH:40]=[CH:39][CH:38]=3)[O:35][C:34](=[O:43])[NH:33]2)[CH:31]=[CH:30][CH:29]=[CH:28][CH:27]=1. (2) Given the product [NH2:1][C:4]1[CH:18]=[CH:17][C:7]([CH2:8][N:9]2[CH2:10][CH2:11][S:12](=[O:16])(=[O:15])[CH2:13][CH2:14]2)=[CH:6][CH:5]=1, predict the reactants needed to synthesize it. The reactants are: [N+:1]([C:4]1[CH:18]=[CH:17][C:7]([CH2:8][N:9]2[CH2:14][CH2:13][S:12](=[O:16])(=[O:15])[CH2:11][CH2:10]2)=[CH:6][CH:5]=1)([O-])=O.C.O.NN. (3) Given the product [C:1]([NH:4][C:5]1[N:9]([CH:40]2[CH2:41][CH2:36][CH2:37][N:38]([C:42]([O:44][C:45]([CH3:48])([CH3:47])[CH3:46])=[O:43])[CH2:39]2)[N:8]=[C:7]([Br:10])[C:6]=1[C:11]([O:13][CH2:14][CH3:15])=[O:12])(=[O:3])[CH3:2], predict the reactants needed to synthesize it. The reactants are: [C:1]([NH:4][C:5]1[NH:9][N:8]=[C:7]([Br:10])[C:6]=1[C:11]([O:13][CH2:14][CH3:15])=[O:12])(=[O:3])[CH3:2].C1(P(C2C=CC=CC=2)C2C=CC=CC=2)C=CC=CC=1.O[CH:36]1[CH2:41][CH2:40][CH2:39][N:38]([C:42]([O:44][C:45]([CH3:48])([CH3:47])[CH3:46])=[O:43])[CH2:37]1.N(C(OC(C)C)=O)=NC(OC(C)C)=O.[Cl-].[NH4+]. (4) Given the product [CH2:14]([N:3]([CH2:1][CH3:2])[C:4](=[O:13])[C:5]1[CH:10]=[CH:9][C:8]([I:11])=[C:7]([O:12][CH2:28][C:29]([F:32])([F:31])[F:30])[CH:6]=1)[CH3:15], predict the reactants needed to synthesize it. The reactants are: [CH2:1]([N:3]([CH2:14][CH3:15])[C:4](=[O:13])[C:5]1[CH:10]=[CH:9][C:8]([I:11])=[C:7]([OH:12])[CH:6]=1)[CH3:2].C([O-])([O-])=O.[K+].[K+].FC(F)(F)S(O[CH2:28][C:29]([F:32])([F:31])[F:30])(=O)=O. (5) Given the product [Cl:1][C:2]1[CH:8]=[CH:7][C:5]2[NH:6][C:14](=[O:15])[N:13]3[N:12]=[CH:11][CH:10]=[C:9]3[C:4]=2[CH:3]=1, predict the reactants needed to synthesize it. The reactants are: [Cl:1][C:2]1[CH:8]=[CH:7][C:5]([NH2:6])=[C:4]([C:9]2[NH:13][N:12]=[CH:11][CH:10]=2)[CH:3]=1.[C:14]([O-])([O-])=[O:15].[K+].[K+].ClC(Cl)(OC(=O)OC(Cl)(Cl)Cl)Cl. (6) Given the product [CH2:6]([NH:1][C@H:2]([CH3:5])[CH2:3][OH:4])[C:7]1[CH:12]=[CH:11][CH:10]=[CH:9][CH:8]=1, predict the reactants needed to synthesize it. The reactants are: [NH2:1][C@H:2]([CH3:5])[CH2:3][OH:4].[CH:6](=O)[C:7]1[CH:12]=[CH:11][CH:10]=[CH:9][CH:8]=1.C([O-])(O)=O.[Na+].[BH4-].[Na+]. (7) Given the product [CH:1]1([N:6]2[C:14]3[C:9](=[CH:10][CH:11]=[C:12]([C:15]4[N:19]([C:20]5[CH:28]=[CH:27][C:23]([C:85]([NH2:34])=[O:88])=[CH:22][CH:21]=5)[N:18]=[CH:17][CH:16]=4)[CH:13]=3)[C:8]([CH2:29][CH3:30])=[N:7]2)[CH2:5][CH2:4][CH2:3][CH2:2]1, predict the reactants needed to synthesize it. The reactants are: [CH:1]1([N:6]2[C:14]3[C:9](=[CH:10][CH:11]=[C:12]([C:15]4[N:19]([C:20]5[CH:28]=[CH:27][C:23](C(O)=O)=[CH:22][CH:21]=5)[N:18]=[CH:17][CH:16]=4)[CH:13]=3)[C:8]([CH2:29][CH3:30])=[N:7]2)[CH2:5][CH2:4][CH2:3][CH2:2]1.C1C[N:34]([P+](ON2N=NC3C=CC=CC2=3)(N2CCCC2)N2CCCC2)CC1.F[P-](F)(F)(F)(F)F.ON1C2C=CC=CC=2N=N1.C(N(CC)C(C)C)(C)C.[Cl-].[NH4+].[C:85]([O-:88])(O)=O.[Na+]. (8) Given the product [N:11]1[N:10]([C:7]2[CH:8]=[CH:9][C:4]([NH2:1])=[CH:5][CH:6]=2)[N:14]=[N:13][CH:12]=1, predict the reactants needed to synthesize it. The reactants are: [N+:1]([C:4]1[CH:9]=[CH:8][C:7]([N:10]2[N:14]=[N:13][CH:12]=[N:11]2)=[CH:6][CH:5]=1)([O-])=O.C(OCC)(=O)C.